Dataset: Peptide-MHC class I binding affinity with 185,985 pairs from IEDB/IMGT. Task: Regression. Given a peptide amino acid sequence and an MHC pseudo amino acid sequence, predict their binding affinity value. This is MHC class I binding data. The peptide sequence is NIVFSPFGY. The MHC is HLA-B58:01 with pseudo-sequence HLA-B58:01. The binding affinity (normalized) is 0.0847.